From a dataset of Full USPTO retrosynthesis dataset with 1.9M reactions from patents (1976-2016). Predict the reactants needed to synthesize the given product. (1) The reactants are: [NH:1]1[CH2:4][CH:3]([O:5][C:6]2[CH:7]=[C:8]3[C:13](=[CH:14][C:15]=2[O:16][CH2:17][CH2:18][O:19][CH3:20])[N:12]=[CH:11][N:10]=[C:9]3[NH:21][C:22]2[CH:27]=[CH:26][C:25]([F:28])=[C:24]([Cl:29])[C:23]=2[F:30])[CH2:2]1.N1CC([O:35][C:36]2C=C3C(=[CH:44][C:45]=2O)N=CN=C3NC2C=CC(F)=C(Cl)C=2F)C1. Given the product [Cl:29][C:24]1[C:23]([F:30])=[C:22]([NH:21][C:9]2[C:8]3[C:13](=[CH:14][C:15]([O:16][CH2:17][CH2:18][O:19][CH3:20])=[C:6]([O:5][CH:3]4[CH2:2][N:1]([C:36](=[O:35])[CH:45]=[CH2:44])[CH2:4]4)[CH:7]=3)[N:12]=[CH:11][N:10]=2)[CH:27]=[CH:26][C:25]=1[F:28], predict the reactants needed to synthesize it. (2) Given the product [CH2:1]([N:8]1[C:12]([C:13]2[CH:18]=[CH:17][C:16]([F:19])=[CH:15][C:14]=2[F:20])=[C:11]([C:30]2[CH:29]=[CH:28][C:27]([N+:40]([O-:42])=[O:41])=[C:26]([N:25]([CH2:43][CH:44]([CH3:46])[CH3:45])[C:23]#[N:24])[CH:31]=2)[N:10]=[C:9]1[CH3:22])[C:2]1[CH:7]=[CH:6][CH:5]=[CH:4][CH:3]=1, predict the reactants needed to synthesize it. The reactants are: [CH2:1]([N:8]1[C:12]([C:13]2[CH:18]=[CH:17][C:16]([F:19])=[CH:15][C:14]=2[F:20])=[C:11](Br)[N:10]=[C:9]1[CH3:22])[C:2]1[CH:7]=[CH:6][CH:5]=[CH:4][CH:3]=1.[C:23]([N:25]([CH2:43][CH:44]([CH3:46])[CH3:45])[C:26]1[CH:31]=[C:30](B2OCC(C)(C)CO2)[CH:29]=[CH:28][C:27]=1[N+:40]([O-:42])=[O:41])#[N:24].C(=O)([O-])[O-].[K+].[K+]. (3) Given the product [F:23][C:20]1[CH:21]=[CH:22][C:17]([C:15]2[CH:16]=[C:11]([N:8]3[C:5]4=[N:6][CH:7]=[C:2]([C:32]5[S:31][CH:35]=[CH:34][N:33]=5)[CH:3]=[C:4]4[N:10]=[CH:9]3)[CH:12]=[C:13]([NH:24][C:25](=[O:27])[CH3:26])[CH:14]=2)=[CH:18][CH:19]=1, predict the reactants needed to synthesize it. The reactants are: Br[C:2]1[CH:3]=[C:4]2[N:10]=[CH:9][N:8]([C:11]3[CH:12]=[C:13]([NH:24][C:25](=[O:27])[CH3:26])[CH:14]=[C:15]([C:17]4[CH:22]=[CH:21][C:20]([F:23])=[CH:19][CH:18]=4)[CH:16]=3)[C:5]2=[N:6][CH:7]=1.N#N.[Br-].[S:31]1[CH:35]=[CH:34][N:33]=[C:32]1[Zn+]. (4) Given the product [NH2:16][C@@H:14]1[C@@H:13]([C:27]2[CH:32]=[C:31]([F:33])[C:30]([F:34])=[CH:29][C:28]=2[F:35])[CH2:12][C:10]2[N:11]=[C:5]3[CH:4]=[C:3]([C:1]#[N:2])[CH:8]=[CH:7][N:6]3[C:9]=2[CH2:15]1, predict the reactants needed to synthesize it. The reactants are: [C:1]([C:3]1[CH:8]=[CH:7][N:6]2[C:9]3[CH2:15][C@H:14]([NH:16]C(=O)[C@H](O)C4C=CC=CC=4)[C@@H:13]([C:27]4[CH:32]=[C:31]([F:33])[C:30]([F:34])=[CH:29][C:28]=4[F:35])[CH2:12][C:10]=3[N:11]=[C:5]2[CH:4]=1)#[N:2].C([O-])([O-])=O.[Na+].[Na+]. (5) Given the product [N+:1]([C:4]1[CH:5]=[C:6]2[C:10](=[CH:11][CH:12]=1)[NH:9][C:8](=[O:13])[C:7]2=[N:22][NH:21][C:20]1[CH:19]=[CH:18][C:17]([S:23]([NH2:26])(=[O:24])=[O:25])=[CH:16][CH:15]=1)([O-:3])=[O:2], predict the reactants needed to synthesize it. The reactants are: [N+:1]([C:4]1[CH:5]=[C:6]2[C:10](=[CH:11][CH:12]=1)[NH:9][C:8](=[O:13])[C:7]2=O)([O-:3])=[O:2].[CH:15]1[C:20]([NH:21][NH2:22])=[CH:19][CH:18]=[C:17]([S:23]([NH2:26])(=[O:25])=[O:24])[CH:16]=1.Cl. (6) Given the product [CH3:14][O:1][C:2]1[CH:3]=[CH:4][CH:5]=[C:6]2[C:11]=1[N:10]=[C:9]([CH3:12])[CH:8]=[CH:7]2, predict the reactants needed to synthesize it. The reactants are: [OH:1][C:2]1[CH:3]=[CH:4][CH:5]=[C:6]2[C:11]=1[N:10]=[C:9]([CH3:12])[CH:8]=[CH:7]2.I[CH3:14].[OH-].[Na+]. (7) Given the product [Cl:1][C:2]1[CH:7]=[CH:6][N:5]=[C:4]2[NH:8][CH:9]=[C:10]([I:13])[C:3]=12, predict the reactants needed to synthesize it. The reactants are: [Cl:1][C:2]1[CH:7]=[CH:6][N:5]=[C:4]2[NH:8][CH:9]=[CH:10][C:3]=12.[OH-].[K+].[I:13]I. (8) Given the product [NH2:5][C:4]1[CH:3]=[C:2]([CH:8]=[CH:7][CH:6]=1)[O:1][C:16]1[CH:21]=[CH:20][N:19]=[C:18]([NH2:22])[C:17]=1[N+:23]([O-:25])=[O:24], predict the reactants needed to synthesize it. The reactants are: [OH:1][C:2]1[CH:3]=[C:4]([CH:6]=[CH:7][CH:8]=1)[NH2:5].CC(C)([O-])C.[K+].Cl[C:16]1[CH:21]=[CH:20][N:19]=[C:18]([NH2:22])[C:17]=1[N+:23]([O-:25])=[O:24]. (9) Given the product [N:1]1([C@H:2]2[CH2:7][CH2:6][C@H:5]([NH:8][C:9](=[O:15])[O:10][C:11]([CH3:12])([CH3:14])[CH3:13])[CH2:4][CH2:3]2)[CH2:21][CH2:20][O:19][CH2:18][CH2:17]1, predict the reactants needed to synthesize it. The reactants are: [NH2:1][C@H:2]1[CH2:7][CH2:6][C@H:5]([NH:8][C:9](=[O:15])[O:10][C:11]([CH3:14])([CH3:13])[CH3:12])[CH2:4][CH2:3]1.Br[CH2:17][CH2:18][O:19][CH2:20][CH2:21]Br.C(N(CC)CC)C.